Predict which catalyst facilitates the given reaction. From a dataset of Catalyst prediction with 721,799 reactions and 888 catalyst types from USPTO. (1) Reactant: [Br:1][C:2]1[CH:3]=[C:4]([S:9](Cl)(=[O:11])=[O:10])[CH:5]=[CH:6][C:7]=1[F:8].[CH3:13][N:14]([CH3:20])[CH:15]1[CH2:19][CH2:18][NH:17][CH2:16]1. Product: [Br:1][C:2]1[CH:3]=[C:4]([S:9]([N:17]2[CH2:18][CH2:19][CH:15]([N:14]([CH3:20])[CH3:13])[CH2:16]2)(=[O:11])=[O:10])[CH:5]=[CH:6][C:7]=1[F:8]. The catalyst class is: 7. (2) Reactant: Br[C:2]1[CH:3]=[C:4]2[N:10]([O:11][CH:12]([C:14]3[C:19]([Cl:20])=[CH:18][CH:17]=[C:16]([F:21])[C:15]=3[Cl:22])[CH3:13])[CH:9]=[CH:8][C:5]2=[N:6][CH:7]=1.C([O-])([O-])=O.[K+].[K+].[N:29]1([C:35]([C:37]2[CH:38]=[C:39](B(O)O)[CH:40]=[CH:41][CH:42]=2)=[O:36])[CH2:34][CH2:33][O:32][CH2:31][CH2:30]1. Product: [Cl:22][C:15]1[C:16]([F:21])=[CH:17][CH:18]=[C:19]([Cl:20])[C:14]=1[CH:12]([O:11][N:10]1[C:4]2[C:5](=[N:6][CH:7]=[C:2]([C:41]3[CH:42]=[C:37]([C:35]([N:29]4[CH2:34][CH2:33][O:32][CH2:31][CH2:30]4)=[O:36])[CH:38]=[CH:39][CH:40]=3)[CH:3]=2)[CH:8]=[CH:9]1)[CH3:13]. The catalyst class is: 128. (3) Reactant: [CH3:1][C:2]1[CH:7]=[CH:6][C:5]([C:8]([C:10]2[CH:15]=[CH:14][CH:13]=[CH:12][CH:11]=2)=[NH:9])=[C:4]([C:16]([F:19])([F:18])[F:17])[CH:3]=1. Product: [CH3:1][C:2]1[CH:7]=[CH:6][C:5]([CH:8]([C:10]2[CH:15]=[CH:14][CH:13]=[CH:12][CH:11]=2)[NH2:9])=[C:4]([C:16]([F:17])([F:18])[F:19])[CH:3]=1. The catalyst class is: 94. (4) Reactant: [CH3:1][N:2]1[CH2:7][CH2:6][NH:5][CH2:4][CH2:3]1.I[CH2:9][CH2:10][CH2:11][S:12]([C:15]1[CH:24]=[CH:23][C:18]2[N:19]=[C:20]([NH2:22])[S:21][C:17]=2[CH:16]=1)(=[O:14])=[O:13].C(=O)([O-])[O-].[K+].[K+]. Product: [CH3:1][N:2]1[CH2:7][CH2:6][N:5]([CH2:9][CH2:10][CH2:11][S:12]([C:15]2[CH:24]=[CH:23][C:18]3[N:19]=[C:20]([NH2:22])[S:21][C:17]=3[CH:16]=2)(=[O:13])=[O:14])[CH2:4][CH2:3]1. The catalyst class is: 1. (5) Reactant: [N+:1]([C:4]1[CH:9]=[CH:8][C:7]([C:10]2[NH:11][C:12]3[CH:18]=[CH:17][C:16]([CH3:19])=[CH:15][C:13]=3[N:14]=2)=[CH:6][CH:5]=1)([O-])=O.NC1C=CC(C)=CC=1N.[N+](C1C=CC(C(O)=O)=CC=1)([O-])=O. Product: [NH2:1][C:4]1[CH:5]=[CH:6][C:7]([C:10]2[NH:11][C:12]3[CH:18]=[CH:17][C:16]([CH3:19])=[CH:15][C:13]=3[N:14]=2)=[CH:8][CH:9]=1. The catalyst class is: 265. (6) Reactant: FC(F)(F)S(O[C:7]1[CH:8]=[CH:9][CH:10]=[C:11]2[C:16]=1[CH:15]=[C:14]([C:17]([O:19][CH3:20])=[O:18])[CH:13]=[CH:12]2)(=O)=O.[Cl:23][C:24]1[CH:29]=[CH:28][CH:27]=[C:26]([F:30])[C:25]=1OB(O)O.C(N(CC)CC)C. Product: [Cl:23][C:24]1[CH:29]=[CH:28][CH:27]=[C:26]([F:30])[C:25]=1[C:7]1[CH:8]=[CH:9][CH:10]=[C:11]2[C:16]=1[CH:15]=[C:14]([C:17]([O:19][CH3:20])=[O:18])[CH:13]=[CH:12]2. The catalyst class is: 203. (7) Product: [Cl:1][C:2]1[CH:11]=[CH:10][C:9]([NH:12][S:21]([C:17]2[CH:18]=[C:19]([F:20])[C:14]([F:13])=[CH:15][C:16]=2[N+:25]([O-:27])=[O:26])(=[O:22])=[O:23])=[C:8]2[C:3]=1[CH:4]=[CH:5][CH:6]=[N:7]2. Reactant: [Cl:1][C:2]1[CH:11]=[CH:10][C:9]([NH2:12])=[C:8]2[C:3]=1[CH:4]=[CH:5][CH:6]=[N:7]2.[F:13][C:14]1[C:19]([F:20])=[CH:18][C:17]([S:21](Cl)(=[O:23])=[O:22])=[C:16]([N+:25]([O-:27])=[O:26])[CH:15]=1.N1C=CC=CC=1. The catalyst class is: 79. (8) Reactant: [NH2:1][C@H:2]1[CH2:6][CH2:5][N:4]([C:7]([O:9][C:10]([CH3:13])([CH3:12])[CH3:11])=[O:8])[CH2:3]1.[H-].[Na+].F[C:17]1[CH:22]=[CH:21][C:20]([N+:23]([O-:25])=[O:24])=[C:19]([C:26]([F:29])([F:28])[F:27])[CH:18]=1. Product: [N+:23]([C:20]1[CH:21]=[CH:22][C:17]([NH:1][C@H:2]2[CH2:6][CH2:5][N:4]([C:7]([O:9][C:10]([CH3:13])([CH3:12])[CH3:11])=[O:8])[CH2:3]2)=[CH:18][C:19]=1[C:26]([F:27])([F:28])[F:29])([O-:25])=[O:24]. The catalyst class is: 3. (9) Reactant: [Br:1][C:2]1[CH:7]=[CH:6][C:5]([NH:8][C:9](=[NH:19])[C:10]2[CH:15]=[CH:14][CH:13]=[CH:12][C:11]=2[CH:16]([CH3:18])[CH3:17])=[CH:4][CH:3]=1.Br[CH2:21][C:22](=O)[C:23]([O:25][CH2:26][CH3:27])=[O:24].C(=O)(O)[O-].[Na+]. Product: [CH2:26]([O:25][C:23]([C:22]1[N:19]=[C:9]([C:10]2[CH:15]=[CH:14][CH:13]=[CH:12][C:11]=2[CH:16]([CH3:17])[CH3:18])[N:8]([C:5]2[CH:6]=[CH:7][C:2]([Br:1])=[CH:3][CH:4]=2)[CH:21]=1)=[O:24])[CH3:27]. The catalyst class is: 32. (10) Reactant: [OH:1][B:2]1[C:6]2[CH:7]=[C:8]([NH:11][C:12](=[O:34])[C@H:13]([NH:26]C(=O)OC(C)(C)C)[CH2:14][CH2:15][C:16]3[CH:21]=[CH:20][C:19]([C:22]([F:25])([F:24])[F:23])=[CH:18][CH:17]=3)[CH:9]=[CH:10][C:5]=2[C:4]([CH3:36])([CH3:35])[O:3]1. Product: [NH2:26][C@H:13]([CH2:14][CH2:15][C:16]1[CH:17]=[CH:18][C:19]([C:22]([F:24])([F:25])[F:23])=[CH:20][CH:21]=1)[C:12]([NH:11][C:8]1[CH:9]=[CH:10][C:5]2[C:4]([CH3:36])([CH3:35])[O:3][B:2]([OH:1])[C:6]=2[CH:7]=1)=[O:34]. The catalyst class is: 818.